Predict which catalyst facilitates the given reaction. From a dataset of Catalyst prediction with 721,799 reactions and 888 catalyst types from USPTO. (1) Reactant: [ClH:1].[C:2]1([C:8](=O)[C:9]([C:11]2[CH:12]=[N:13][CH:14]=[CH:15][CH:16]=2)=O)[CH:7]=[CH:6][CH:5]=[CH:4][CH:3]=1.[S:18]([NH2:22])([NH2:21])(=[O:20])=[O:19]. Product: [ClH:1].[N:13]1[CH:14]=[CH:15][CH:16]=[C:11]([C:9]2[C:8]([C:2]3[CH:7]=[CH:6][CH:5]=[CH:4][CH:3]=3)=[N:22][S:18](=[O:20])(=[O:19])[N:21]=2)[CH:12]=1. The catalyst class is: 5. (2) Reactant: F[C:2]1[CH:3]=[C:4]2[C:9](=[CH:10][CH:11]=1)[C:8](=[O:12])[NH:7][CH2:6][CH2:5]2.C(=O)([O-])[O-].[K+].[K+].[NH:19]1[CH2:24][CH2:23][CH2:22][CH2:21][CH2:20]1. Product: [N:19]1([C:2]2[CH:3]=[C:4]3[C:9](=[CH:10][CH:11]=2)[C:8](=[O:12])[NH:7][CH2:6][CH2:5]3)[CH2:24][CH2:23][CH2:22][CH2:21][CH2:20]1. The catalyst class is: 58. (3) Reactant: [Cl:1][C:2]1[CH:19]=[C:18]([O:20][CH3:21])[C:17]([O:22][CH3:23])=[CH:16][C:3]=1[CH2:4][C:5]1[NH:13][C:12]2[C:7](=[N:8][C:9]([F:15])=[N:10][C:11]=2[NH2:14])[N:6]=1.C([O-])([O-])=O.[Cs+].[Cs+].S(C1C=CC(C)=CC=1)(O[CH2:34][CH2:35][CH2:36][C:37]#[CH:38])(=O)=O. Product: [F:15][C:9]1[N:8]=[C:7]2[C:12]([N:13]=[C:5]([CH2:4][C:3]3[CH:16]=[C:17]([O:22][CH3:23])[C:18]([O:20][CH3:21])=[CH:19][C:2]=3[Cl:1])[N:6]2[CH2:38][CH2:37][CH2:36][C:35]#[CH:34])=[C:11]([NH2:14])[N:10]=1. The catalyst class is: 3.